The task is: Predict the product of the given reaction.. This data is from Forward reaction prediction with 1.9M reactions from USPTO patents (1976-2016). Given the reactants [CH3:1][O:2][C:3]1[CH:4]=[C:5]([C@@:27]2([OH:34])[CH2:32][CH2:31][NH:30][CH2:29][C@@H:28]2[OH:33])[CH:6]=[CH:7][C:8]=1[NH:9][C:10]1[N:15]=[CH:14][C:13]2=[CH:16][CH:17]=[C:18]([C:19]3[CH:24]=[CH:23][CH:22]=[CH:21][C:20]=3[O:25][CH3:26])[N:12]2[N:11]=1.[F:35][CH2:36][CH2:37]I.C(=O)(O)[O-].[Na+].C(#N)C, predict the reaction product. The product is: [F:35][CH2:36][CH2:37][N:30]1[CH2:31][CH2:32][C@@:27]([C:5]2[CH:6]=[CH:7][C:8]([NH:9][C:10]3[N:15]=[CH:14][C:13]4=[CH:16][CH:17]=[C:18]([C:19]5[CH:24]=[CH:23][CH:22]=[CH:21][C:20]=5[O:25][CH3:26])[N:12]4[N:11]=3)=[C:3]([O:2][CH3:1])[CH:4]=2)([OH:34])[C@@H:28]([OH:33])[CH2:29]1.